The task is: Predict the reaction yield, written as a fraction of the theoretical maximum amount of product (1.0 means a 100% yield; for example, 0.34 means a 34% yield).. This data is from Reaction yield outcomes from USPTO patents with 853,638 reactions. (1) The reactants are [NH:1]1[CH:5]=[CH:4][C:3]([C:6]([O:8][CH3:9])=[O:7])=[CH:2]1.[Br:10]N1C(=O)CCC1=O.O. The catalyst is O1CCCC1.N1C=CC=CC=1. The product is [Br:10][C:5]1[NH:1][CH:2]=[C:3]([C:6]([O:8][CH3:9])=[O:7])[CH:4]=1. The yield is 0.620. (2) The reactants are [Br:1][C:2]1[CH:13]=[CH:12][C:5]([C:6](N(OC)C)=[O:7])=[CH:4][C:3]=1[F:14].[CH3:15][Mg]Cl. The catalyst is O1CCCC1. The product is [Br:1][C:2]1[CH:13]=[CH:12][C:5]([C:6](=[O:7])[CH3:15])=[CH:4][C:3]=1[F:14]. The yield is 0.977. (3) The reactants are [Cl:1][C:2]1[CH:8]=[C:7]([I:9])[CH:6]=[CH:5][C:3]=1[NH2:4].[C:10](OC(=O)C)(=[O:12])[CH3:11]. The catalyst is O1CCCC1. The product is [Cl:1][C:2]1[CH:8]=[C:7]([I:9])[CH:6]=[CH:5][C:3]=1[NH:4][C:10](=[O:12])[CH3:11]. The yield is 0.840. (4) The reactants are [CH2:1]([O:3][C:4]([C:6]1[C:11]([NH:12][C:13]2[CH:18]=[CH:17][C:16]([CH3:19])=[CH:15][C:14]=2[F:20])=[C:10]([CH3:21])[C:9](=[O:22])[N:8]([CH3:23])[C:7]=1[CH3:24])=[O:5])[CH3:2].[Br:25]N1C(=O)CCC1=O. The catalyst is CN(C=O)C.CCOC(C)=O. The product is [CH2:1]([O:3][C:4]([C:6]1[C:11]([NH:12][C:13]2[CH:18]=[CH:17][C:16]([CH3:19])=[CH:15][C:14]=2[F:20])=[C:10]([CH3:21])[C:9](=[O:22])[N:8]([CH3:23])[C:7]=1[CH2:24][Br:25])=[O:5])[CH3:2]. The yield is 0.660. (5) The reactants are [CH3:1][O:2][C:3](=[O:15])[C:4]1[C:5](=[C:10](I)[CH:11]=[CH:12][CH:13]=1)[C:6]([O:8][CH3:9])=[O:7].[CH:16]([C:19]1[CH:25]=[CH:24][C:22]([NH2:23])=[CH:21][CH:20]=1)([CH3:18])[CH3:17].C1C=CC(P(C2C(C3C(P(C4C=CC=CC=4)C4C=CC=CC=4)=CC=C4C=3C=CC=C4)=C3C(C=CC=C3)=CC=2)C2C=CC=CC=2)=CC=1.C(=O)([O-])[O-].[Cs+].[Cs+]. The catalyst is C1(C)C=CC=CC=1.C(Cl)Cl.C1C=CC(/C=C/C(/C=C/C2C=CC=CC=2)=O)=CC=1.C1C=CC(/C=C/C(/C=C/C2C=CC=CC=2)=O)=CC=1.C1C=CC(/C=C/C(/C=C/C2C=CC=CC=2)=O)=CC=1.[Pd].[Pd]. The product is [CH3:1][O:2][C:3](=[O:15])[C:4]1[C:5](=[C:10]([NH:23][C:22]2[CH:24]=[CH:25][C:19]([CH:16]([CH3:18])[CH3:17])=[CH:20][CH:21]=2)[CH:11]=[CH:12][CH:13]=1)[C:6]([O:8][CH3:9])=[O:7]. The yield is 0.700. (6) The reactants are [Br:1][C:2]1[CH:11]=[C:10]2[C:5]([C:6](Cl)=[N:7][C:8]([Cl:12])=[N:9]2)=[CH:4][CH:3]=1.[NH:14]1[CH2:19][CH2:18][O:17][CH2:16][CH2:15]1. The catalyst is C(Cl)Cl. The product is [Br:1][C:2]1[CH:11]=[C:10]2[C:5]([C:6]([N:14]3[CH2:19][CH2:18][O:17][CH2:16][CH2:15]3)=[N:7][C:8]([Cl:12])=[N:9]2)=[CH:4][CH:3]=1. The yield is 0.840. (7) The reactants are BrCCCCC(C)(C1C=CC(C)=CC=1)CO.[Br:17][CH2:18][CH2:19][CH2:20][CH2:21][CH2:22][C:23]([CH3:35])([C:29]1[CH:34]=[CH:33][CH:32]=[CH:31][CH:30]=1)[C:24](OCC)=[O:25].[Li+].[BH4-].CO. The catalyst is ClCl. The product is [Br:17][CH2:18][CH2:19][CH2:20][CH2:21][CH2:22][C:23]([CH3:35])([C:29]1[CH:30]=[CH:31][CH:32]=[CH:33][CH:34]=1)[CH2:24][OH:25]. The yield is 0.980. (8) The reactants are FC(F)(F)C(O)=O.[CH3:8][O:9][C:10](=[O:38])[C@H:11]([NH:27][C:28]([O:30][CH2:31][C:32]1[CH:37]=[CH:36][CH:35]=[CH:34][CH:33]=1)=[O:29])[CH2:12][C:13]1[CH:18]=[C:17]([Cl:19])[C:16]([NH2:20])=[C:15]([CH3:21])[C:14]=1[CH2:22][O:23][C:24](=[O:26])[CH3:25].[N:39](OCCC(C)C)=O.C([O-])(=O)C.[K+]. The catalyst is C(O)(=O)C.C(Cl)(Cl)Cl.ClCCl. The product is [CH3:8][O:9][C:10](=[O:38])[C@H:11]([NH:27][C:28]([O:30][CH2:31][C:32]1[CH:33]=[CH:34][CH:35]=[CH:36][CH:37]=1)=[O:29])[CH2:12][C:13]1[C:14]([CH2:22][O:23][C:24](=[O:26])[CH3:25])=[C:15]2[C:16](=[C:17]([Cl:19])[CH:18]=1)[NH:20][N:39]=[CH:21]2. The yield is 0.830. (9) The reactants are [C:1](=O)([O-])[O-].[K+].[K+].[C:7]([O:11][C:12]([NH:14][C@H:15]([C:28]([OH:30])=[O:29])[CH2:16][C:17]1[C:25]2[C:20](=[CH:21][CH:22]=[CH:23][CH:24]=2)[N:19]([CH:26]=[O:27])[CH:18]=1)=[O:13])([CH3:10])([CH3:9])[CH3:8].IC. The catalyst is CN(C=O)C. The product is [C:7]([O:11][C:12]([NH:14][C@H:15]([C:28]([O:30][CH3:1])=[O:29])[CH2:16][C:17]1[C:25]2[C:20](=[CH:21][CH:22]=[CH:23][CH:24]=2)[N:19]([CH:26]=[O:27])[CH:18]=1)=[O:13])([CH3:10])([CH3:8])[CH3:9]. The yield is 0.860.